This data is from Reaction yield outcomes from USPTO patents with 853,638 reactions. The task is: Predict the reaction yield, written as a fraction of the theoretical maximum amount of product (1.0 means a 100% yield; for example, 0.34 means a 34% yield). (1) The reactants are [Cl:1][C:2]1[CH:7]=[CH:6][N:5]=[C:4]2[CH:8]=[CH:9][S:10][C:3]=12.[Li]CCCC.[O:16]1[CH2:21][CH2:20][CH2:19][O:18][CH:17]1[C:22]1[N:26]([CH3:27])[C:25](I)=[N:24][CH:23]=1. The catalyst is C1COCC1.[OH-].[NH4+].CCOC(C)=O.[Cl-].[Cl-].[Zn+2].C1C=CC([P]([Pd]([P](C2C=CC=CC=2)(C2C=CC=CC=2)C2C=CC=CC=2)([P](C2C=CC=CC=2)(C2C=CC=CC=2)C2C=CC=CC=2)[P](C2C=CC=CC=2)(C2C=CC=CC=2)C2C=CC=CC=2)(C2C=CC=CC=2)C2C=CC=CC=2)=CC=1. The product is [O:18]1[CH2:19][CH2:20][CH2:21][O:16][CH:17]1[C:22]1[N:26]([CH3:27])[C:25]([C:9]2[S:10][C:3]3[C:4](=[N:5][CH:6]=[CH:7][C:2]=3[Cl:1])[CH:8]=2)=[N:24][CH:23]=1. The yield is 0.870. (2) The reactants are [Cl:1][C:2]1[C:10]2[C:9](=[O:11])[NH:8][N:7]=[CH:6][C:5]=2[N:4](COCC[Si](C)(C)C)[C:3]=1[C:20]1[CH:25]=[CH:24][C:23]([O:26][CH:27]([F:29])[F:28])=[C:22]([O:30][CH2:31][CH:32]2[CH2:34][CH2:33]2)[CH:21]=1.ClC1C2C(=O)NN=CC=2N(COCC[Si](C)(C)C)C=1C1C=CC(OC(F)F)=C(OC2CC2)C=1.C(OC(C)C)(C)C.C1CCCCC1. The catalyst is CO.C(Cl)(Cl)Cl. The product is [Cl:1][C:2]1[C:10]2[C:9](=[O:11])[NH:8][N:7]=[CH:6][C:5]=2[NH:4][C:3]=1[C:20]1[CH:25]=[CH:24][C:23]([O:26][CH:27]([F:29])[F:28])=[C:22]([O:30][CH2:31][CH:32]2[CH2:34][CH2:33]2)[CH:21]=1. The yield is 0.580. (3) The reactants are [Cl:1][C:2]1[CH:9]=[CH:8][C:5]([CH:6]=[O:7])=[C:4]([N+:10]([O-])=O)[CH:3]=1.C(O)C.Cl. The catalyst is [Fe].O. The product is [Cl:1][C:2]1[CH:9]=[CH:8][C:5]([CH:6]=[O:7])=[C:4]([NH2:10])[CH:3]=1. The yield is 0.830. (4) The yield is 0.500. The catalyst is C(OCC)(=O)C. The reactants are [CH2:1]([C:5]1[N:9]([CH2:10][C:11]2[CH:16]=[CH:15][C:14]([C:17]3[C:18]([C:23]#[N:24])=[CH:19][CH:20]=[CH:21][CH:22]=3)=[CH:13][CH:12]=2)[C:8](=[O:25])[NH:7][N:6]=1)[CH2:2][CH2:3][CH3:4].[H-].[Na+].CN(C)C=O.I[CH2:34][C:35]([CH3:38])([CH3:37])[CH3:36]. The product is [CH2:1]([C:5]1[N:9]([CH2:10][C:11]2[CH:16]=[CH:15][C:14]([C:17]3[C:18]([C:23]#[N:24])=[CH:19][CH:20]=[CH:21][CH:22]=3)=[CH:13][CH:12]=2)[C:8](=[O:25])[N:7]([CH2:34][C:35]([CH3:38])([CH3:37])[CH3:36])[N:6]=1)[CH2:2][CH2:3][CH3:4]. (5) The reactants are [Cl:1][C:2]1[C:7]([C:8]2[N:9]=[C:10]([CH:20]3[CH2:25][CH2:24][O:23][CH2:22][CH2:21]3)[S:11][C:12]=2[C:13]2[CH:18]=[CH:17][N:16]=[C:15](Cl)[N:14]=2)=[CH:6][CH:5]=[CH:4][C:3]=1[NH:26][S:27]([C:30]1[C:35]([F:36])=[CH:34][CH:33]=[CH:32][C:31]=1[F:37])(=[O:29])=[O:28].C([O-])=O.[NH4+]. The catalyst is CCOC(C)=O.CO.[OH-].[OH-].[Pd+2]. The product is [Cl:1][C:2]1[C:7]([C:8]2[N:9]=[C:10]([CH:20]3[CH2:25][CH2:24][O:23][CH2:22][CH2:21]3)[S:11][C:12]=2[C:13]2[CH:18]=[CH:17][N:16]=[CH:15][N:14]=2)=[CH:6][CH:5]=[CH:4][C:3]=1[NH:26][S:27]([C:30]1[C:35]([F:36])=[CH:34][CH:33]=[CH:32][C:31]=1[F:37])(=[O:28])=[O:29]. The yield is 0.383. (6) The product is [NH2:30][C:29]1[S:28][C:27]([C:49]2[CH:50]=[CH:51][C:46]([OH:45])=[CH:47][C:48]=2[C:55]([F:56])([F:57])[F:58])=[N:26][C:25]=1[C:23]([NH:22][C:17]1[CH:18]=[N:19][N:20]([CH3:21])[C:16]=1[N:13]1[CH2:14][CH2:15][CH:10]([CH2:9][NH2:8])[CH2:11][CH2:12]1)=[O:24]. The reactants are C(OC([NH:8][CH2:9][CH:10]1[CH2:15][CH2:14][N:13]([C:16]2[N:20]([CH3:21])[N:19]=[CH:18][C:17]=2[NH:22][C:23]([C:25]2[N:26]=[C:27](Br)[S:28][C:29]=2[NH:30]C(=O)OC(C)(C)C)=[O:24])[CH2:12][CH2:11]1)=O)CCC.C([O-])([O-])=O.[Na+].[Na+].[OH:45][C:46]1[CH:51]=[CH:50][C:49](B(O)O)=[C:48]([C:55]([F:58])([F:57])[F:56])[CH:47]=1. The catalyst is COCCOC.O.C1C=CC(P(C2C=CC=CC=2)[C-]2C=CC=C2)=CC=1.C1C=CC(P(C2C=CC=CC=2)[C-]2C=CC=C2)=CC=1.Cl[Pd]Cl.[Fe+2]. The yield is 0.480.